This data is from Reaction yield outcomes from USPTO patents with 853,638 reactions. The task is: Predict the reaction yield, written as a fraction of the theoretical maximum amount of product (1.0 means a 100% yield; for example, 0.34 means a 34% yield). (1) The reactants are Cl.[Cl:2][C:3]1[C:10]([CH3:11])=[C:9]([N:12]2[C:16](=[O:17])[C:15]3([CH2:21][CH2:20][CH2:19][CH:18]3[CH2:22][O:23]COC)[N:14]([CH3:27])[C:13]2=[O:28])[CH:8]=[CH:7][C:4]=1[C:5]#[N:6]. The catalyst is CO. The product is [Cl:2][C:3]1[C:10]([CH3:11])=[C:9]([N:12]2[C:16](=[O:17])[C:15]3([CH2:21][CH2:20][CH2:19][CH:18]3[CH2:22][OH:23])[N:14]([CH3:27])[C:13]2=[O:28])[CH:8]=[CH:7][C:4]=1[C:5]#[N:6]. The yield is 0.710. (2) The reactants are [F:1][C:2]1[CH:7]=[CH:6][CH:5]=[CH:4][C:3]=1B(O)O.[C:11]1(=[O:16])[CH2:15][CH2:14][CH:13]=[CH:12]1.C(N(CC)CC)C. The catalyst is CCCCCCC.CC(OC)(C)C.O.C1C=CC(P(C2C=CC3C(=CC=CC=3)C=2C2C3C(=CC=CC=3)C=CC=2P(C2C=CC=CC=2)C2C=CC=CC=2)C2C=CC=CC=2)=CC=1. The product is [F:1][C:2]1[CH:7]=[CH:6][CH:5]=[CH:4][C:3]=1[C@H:13]1[CH2:14][CH2:15][C:11](=[O:16])[CH2:12]1. The yield is 0.610.